Predict the product of the given reaction. From a dataset of Forward reaction prediction with 1.9M reactions from USPTO patents (1976-2016). (1) Given the reactants [CH:1]1([O:6][C:7]2[CH:15]=[CH:14][C:13]([S:16]([CH3:19])(=[O:18])=[O:17])=[CH:12][C:8]=2[C:9]([OH:11])=O)[CH2:5][CH2:4][CH2:3][CH2:2]1.Cl.[CH2:21]([S:23]([C:26]1[CH:27]=[CH:28][C:29]2[O:33][C:32]([N:34]3[CH2:39][CH2:38][NH:37][CH2:36][CH2:35]3)=[N:31][C:30]=2[CH:40]=1)(=[O:25])=[O:24])[CH3:22], predict the reaction product. The product is: [CH:1]1([O:6][C:7]2[CH:15]=[CH:14][C:13]([S:16]([CH3:19])(=[O:18])=[O:17])=[CH:12][C:8]=2[C:9]([N:37]2[CH2:38][CH2:39][N:34]([C:32]3[O:33][C:29]4[CH:28]=[CH:27][C:26]([S:23]([CH2:21][CH3:22])(=[O:25])=[O:24])=[CH:40][C:30]=4[N:31]=3)[CH2:35][CH2:36]2)=[O:11])[CH2:2][CH2:3][CH2:4][CH2:5]1. (2) Given the reactants Br[C:2]1[CH:7]=[CH:6][CH:5]=[CH:4][C:3]=1[CH2:8][C:9]([OH:11])=[O:10].[CH2:12]([C:15]1[CH:21]=[CH:20][C:18]([NH2:19])=[CH:17][CH:16]=1)[CH2:13][CH3:14], predict the reaction product. The product is: [CH2:12]([C:15]1[CH:21]=[CH:20][C:18]([NH:19][C:2]2[CH:7]=[CH:6][CH:5]=[CH:4][C:3]=2[CH2:8][C:9]([OH:11])=[O:10])=[CH:17][CH:16]=1)[CH2:13][CH3:14]. (3) Given the reactants Cl.O1CCO[CH2:4][CH2:3]1.[Cl:8][C:9]1[C:17]2[C:16]([N:18]3[CH2:23][CH2:22][CH2:21][CH:20]([NH:24][C:25](=O)[O:26]C(C)(C)C)[CH2:19]3)=[N:15][C:14]([NH:32][C:33]3[CH:34]=[N:35][N:36]([CH3:38])[CH:37]=3)=[N:13][C:12]=2[NH:11][CH:10]=1.C(Cl)(=O)C=C, predict the reaction product. The product is: [Cl:8][C:9]1[C:17]2[C:16]([N:18]3[CH2:23][CH2:22][CH2:21][C@@H:20]([NH:24][C:25](=[O:26])[CH:3]=[CH2:4])[CH2:19]3)=[N:15][C:14]([NH:32][C:33]3[CH:34]=[N:35][N:36]([CH3:38])[CH:37]=3)=[N:13][C:12]=2[NH:11][CH:10]=1.